Predict the reaction yield, written as a fraction of the theoretical maximum amount of product (1.0 means a 100% yield; for example, 0.34 means a 34% yield). From a dataset of Reaction yield outcomes from USPTO patents with 853,638 reactions. (1) The yield is 0.750. The product is [N+:11]([C:6]1[S:7][C:3]2[CH2:2][CH2:1][CH2:10][C:8](=[O:9])[C:4]=2[CH:5]=1)([O-:13])=[O:12]. The reactants are [CH2:1]1[CH2:10][C:8](=[O:9])[C:4]2[CH:5]=[CH:6][S:7][C:3]=2[CH2:2]1.[N+:11]([O-])([OH:13])=[O:12]. The catalyst is S(=O)(=O)(O)O. (2) The reactants are [Li].[S:2]1[C:6]2=[N:7][CH:8]=[C:9]([C:11]([OH:13])=O)[CH:10]=[C:5]2[CH:4]=[CH:3]1.[O:14]([C:21]1[S:25][C:24]([CH2:26][NH2:27])=[CH:23][CH:22]=1)[C:15]1[CH:20]=[CH:19][CH:18]=[CH:17][CH:16]=1.F[P-](F)(F)(F)(F)F.N1([P+](N(C)C)(N(C)C)N(C)C)C2C=CC=CC=2N=N1.C(N(CC)CC)C. The catalyst is CN(C)C=O.C(OCC)(=O)C.O. The product is [O:14]([C:21]1[S:25][C:24]([CH2:26][NH:27][C:11]([C:9]2[CH:10]=[C:5]3[CH:4]=[CH:3][S:2][C:6]3=[N:7][CH:8]=2)=[O:13])=[CH:23][CH:22]=1)[C:15]1[CH:16]=[CH:17][CH:18]=[CH:19][CH:20]=1. The yield is 0.400.